This data is from Full USPTO retrosynthesis dataset with 1.9M reactions from patents (1976-2016). The task is: Predict the reactants needed to synthesize the given product. (1) Given the product [CH:1]1([C:4]2[CH:5]=[N:6][C:7]([NH:14][C:15]3[CH:16]=[C:17]4[C:22](=[CH:23][CH:24]=3)[N:21]([C:25]3[CH:30]=[CH:29][CH:28]=[CH:27][CH:26]=3)[CH2:20][CH2:19][CH2:18]4)=[C:8]([CH:13]=2)[C:9]([OH:11])=[O:10])[CH2:3][CH2:2]1, predict the reactants needed to synthesize it. The reactants are: [CH:1]1([C:4]2[CH:5]=[N:6][C:7]([NH:14][C:15]3[CH:16]=[C:17]4[C:22](=[CH:23][CH:24]=3)[N:21]([C:25]3[CH:30]=[CH:29][CH:28]=[CH:27][CH:26]=3)[CH2:20][CH2:19][CH2:18]4)=[C:8]([CH:13]=2)[C:9]([O:11]C)=[O:10])[CH2:3][CH2:2]1.[OH-].[Na+]. (2) Given the product [NH2:12][C:11]1[N:24]([C:20]2[N:21]=[C:22]([Cl:23])[C:17]([CH:13]([CH2:15][CH3:16])[CH3:14])=[C:18]([NH:26][CH2:27][C:28]([F:31])([F:29])[F:30])[N:19]=2)[N:25]=[CH:4][C:5]=1[C:6]([O:8][CH2:9][CH3:10])=[O:7], predict the reactants needed to synthesize it. The reactants are: C(O[CH:4]=[C:5]([C:11]#[N:12])[C:6]([O:8][CH2:9][CH3:10])=[O:7])C.[CH:13]([C:17]1[C:18]([NH:26][CH2:27][C:28]([F:31])([F:30])[F:29])=[N:19][C:20]([NH:24][NH2:25])=[N:21][C:22]=1[Cl:23])([CH2:15][CH3:16])[CH3:14]. (3) Given the product [C:21]([O:20][C:18](=[O:19])[NH:10][CH2:9][CH2:8][CH2:7][N:10]1[CH2:9][CH2:8][C:7]([C:1]2[CH:2]=[CH:3][CH:4]=[CH:5][CH:6]=2)([C:13]2[O:14][CH:15]=[CH:16][CH:17]=2)[CH2:12][CH2:11]1)([CH3:22])([CH3:23])[CH3:24], predict the reactants needed to synthesize it. The reactants are: [C:1]1([C:7]2([C:13]3[O:14][CH:15]=[CH:16][CH:17]=3)[CH2:12][CH2:11][NH:10][CH2:9][CH2:8]2)[CH:6]=[CH:5][CH:4]=[CH:3][CH:2]=1.[C:18](C(N)CCBr)([O:20][C:21]([CH3:24])([CH3:23])[CH3:22])=[O:19].C([O-])([O-])=O.[K+].[K+]. (4) Given the product [C:1]1([N:7]2[CH2:8][CH2:9][O:10][CH2:12][C:13]2=[O:14])[CH:6]=[CH:5][CH:4]=[CH:3][CH:2]=1, predict the reactants needed to synthesize it. The reactants are: [C:1]1([NH:7][CH2:8][CH2:9][OH:10])[CH:6]=[CH:5][CH:4]=[CH:3][CH:2]=1.Cl[CH2:12][C:13](Cl)=[O:14]. (5) Given the product [CH:1](=[C:9]1[S:15][C:13](=[O:14])[NH:12][C:10]1=[O:11])[C:2]1[CH:7]=[CH:6][CH:5]=[CH:4][CH:3]=1, predict the reactants needed to synthesize it. The reactants are: [CH:1](=O)[C:2]1[CH:7]=[CH:6][CH:5]=[CH:4][CH:3]=1.[CH2:9]1[S:15][C:13](=[O:14])[NH:12][C:10]1=[O:11]. (6) Given the product [C:1]1([CH2:7][CH2:8][NH:9][C:10]2[S:11][CH:14]=[C:15]([C:17]3[CH:22]=[CH:21][C:20]([C:23]([F:24])([F:25])[F:26])=[CH:19][CH:18]=3)[N:12]=2)[CH:6]=[CH:5][CH:4]=[CH:3][CH:2]=1, predict the reactants needed to synthesize it. The reactants are: [C:1]1([CH2:7][CH2:8][NH:9][C:10]([NH2:12])=[S:11])[CH:6]=[CH:5][CH:4]=[CH:3][CH:2]=1.Br[CH2:14][C:15]([C:17]1[CH:22]=[CH:21][C:20]([C:23]([F:26])([F:25])[F:24])=[CH:19][CH:18]=1)=O.CN(C)C=O. (7) Given the product [C:19]([O:22][C:23]([N:5]1[CH2:6][C@@H:7]([CH3:10])[NH:8][CH2:9][C@H:4]1[CH3:3])=[O:24])([CH3:21])([CH3:20])[CH3:18], predict the reactants needed to synthesize it. The reactants are: Br.Br.[CH3:3][C@@H:4]1[CH2:9][NH:8][C@H:7]([CH3:10])[CH2:6][NH:5]1.CCN(CC)CC.[CH3:18][C:19]([O:22][C:23](O[C:23]([O:22][C:19]([CH3:21])([CH3:20])[CH3:18])=[O:24])=[O:24])([CH3:21])[CH3:20]. (8) The reactants are: P12(SP3(SP(SP(S3)(S1)=S)(=S)S2)=S)=[S:2].C[Si](C)(C)O[Si](C)(C)C.[CH2:24]([NH:26][C:27]([NH:29][C:30]1[N:35]=[CH:34][C:33]([C:36]2[CH:37]=[N:38][CH:39]=[C:40]([C:42]([NH:44][NH:45][C:46](=O)[CH:47]([CH3:49])[CH3:48])=O)[CH:41]=2)=[C:32]([C:51]2[S:52][CH:53]=[C:54]([C:56]([F:59])([F:58])[F:57])[N:55]=2)[CH:31]=1)=[O:28])[CH3:25].C(=O)([O-])[O-].[K+].[K+]. Given the product [CH2:24]([NH:26][C:27]([NH:29][C:30]1[N:35]=[CH:34][C:33]([C:36]2[CH:37]=[N:38][CH:39]=[C:40]([C:42]3[S:2][C:46]([CH:47]([CH3:48])[CH3:49])=[N:45][N:44]=3)[CH:41]=2)=[C:32]([C:51]2[S:52][CH:53]=[C:54]([C:56]([F:58])([F:57])[F:59])[N:55]=2)[CH:31]=1)=[O:28])[CH3:25], predict the reactants needed to synthesize it. (9) Given the product [CH2:42]([CH:17]1[CH2:16][C:15]2[C:14]([NH:31][C:30]3[CH:32]=[CH:33][C:27]([C:26]([F:34])([F:35])[F:25])=[CH:28][CH:29]=3)=[N:13][CH:12]=[CH:11][C:10]=2[CH2:9][NH:8]1)[C:36]1[CH:41]=[CH:40][CH:39]=[CH:38][CH:37]=1, predict the reactants needed to synthesize it. The reactants are: C([N:8]1[CH2:17][CH2:16][C:15]2[C:10](=[CH:11][CH:12]=[N:13][C:14]=2Br)[CH2:9]1)C1C=CC=CC=1.CC([O-])(C)C.[Na+].[F:25][C:26]([F:35])([F:34])[C:27]1[CH:33]=[CH:32][C:30]([NH2:31])=[CH:29][CH:28]=1.[C:36]1([CH3:42])[CH:41]=[CH:40][CH:39]=[CH:38][CH:37]=1. (10) Given the product [CH3:1][O:2][C:3]([C@H:5]1[C@@H:10]([O:11][C:12]([N:14]2[CH:18]=[CH:17][N:16]=[CH:15]2)=[S:13])[CH2:9][CH2:8][S:7][CH2:6]1)=[O:4], predict the reactants needed to synthesize it. The reactants are: [CH3:1][O:2][C:3]([C@H:5]1[C@@H:10]([OH:11])[CH2:9][CH2:8][S:7][CH2:6]1)=[O:4].[C:12](N1C=CN=C1)([N:14]1[CH:18]=[CH:17][N:16]=[CH:15]1)=[S:13].N1C=CC=CC=1.